From a dataset of Forward reaction prediction with 1.9M reactions from USPTO patents (1976-2016). Predict the product of the given reaction. (1) Given the reactants [F:1][C:2]1[CH:8]=[CH:7][C:5]([NH2:6])=[CH:4][CH:3]=1.[N:9]([O-])=O.[Na+].C([O-])(=O)C.[Na+].[C:18]([CH2:21][C:22](=[O:24])[CH3:23])(=[O:20])[CH3:19], predict the reaction product. The product is: [F:1][C:2]1[CH:8]=[CH:7][C:5]([NH:6][N:9]=[C:21]([C:22](=[O:24])[CH3:23])[C:18](=[O:20])[CH3:19])=[CH:4][CH:3]=1. (2) Given the reactants [NH2:1][C:2]1[CH:14]=[CH:13][C:5]2[C:6]([C:9]([O:11][CH3:12])=[O:10])=[N:7][O:8][C:4]=2[CH:3]=1.CCN(C(C)C)C(C)C.[C:24](Cl)(=[O:26])[CH3:25], predict the reaction product. The product is: [C:24]([NH:1][C:2]1[CH:14]=[CH:13][C:5]2[C:6]([C:9]([O:11][CH3:12])=[O:10])=[N:7][O:8][C:4]=2[CH:3]=1)(=[O:26])[CH3:25]. (3) The product is: [OH:2][C:3]1[CH:4]=[C:5]([S:46]([NH:49][CH3:50])(=[O:48])=[O:47])[CH:6]=[CH:7][C:8]=1[C:9]1[C:17]2[C:16]([NH:18][C@H:19]([C:21]3[N:26]([C:27]4[CH:28]=[CH:29][CH:30]=[CH:31][CH:32]=4)[C:25](=[O:33])[C:24]4=[C:34]([CH3:37])[CH:35]=[CH:36][N:23]4[N:22]=3)[CH3:20])=[N:15][CH:14]=[N:13][C:12]=2[NH:11][CH:10]=1. Given the reactants C[O:2][C:3]1[CH:4]=[C:5]([S:46]([NH:49][CH3:50])(=[O:48])=[O:47])[CH:6]=[CH:7][C:8]=1[C:9]1[C:17]2[C:16]([NH:18][C@H:19]([C:21]3[N:26]([C:27]4[CH:32]=[CH:31][CH:30]=[CH:29][CH:28]=4)[C:25](=[O:33])[C:24]4=[C:34]([CH3:37])[CH:35]=[CH:36][N:23]4[N:22]=3)[CH3:20])=[N:15][CH:14]=[N:13][C:12]=2[N:11](COCC[Si](C)(C)C)[CH:10]=1.B(Br)(Br)Br.N, predict the reaction product. (4) Given the reactants [C:1]([OH:13])(=[O:12])[CH2:2][C:3]([CH2:8][C:9]([OH:11])=[O:10])([C:5]([OH:7])=[O:6])[OH:4].[Si:14](=[O:16])=[O:15], predict the reaction product. The product is: [C:1]([OH:13])(=[O:12])[CH2:2][C:3]([CH2:8][C:9]([OH:11])=[O:10])([C:5]([OH:7])=[O:6])[OH:4].[Si:14](=[O:16])=[O:15]. (5) Given the reactants CO[C:3]([C:5]1[CH:6]=[C:7]2[C:11](=[CH:12][CH:13]=1)[NH:10][C:9]([CH3:14])=[CH:8]2)=[O:4].[CH2:15]([Mg]Br)[CH3:16].[CH2:19]1COC[CH2:20]1, predict the reaction product. The product is: [CH3:14][C:9]1[NH:10][C:11]2[C:7]([CH:8]=1)=[CH:6][C:5]([C:3]([OH:4])([CH2:15][CH3:16])[CH2:19][CH3:20])=[CH:13][CH:12]=2. (6) Given the reactants [BH4-].[Na+].[CH2:3]([C:5]1[O:6][C:7]2[CH:21]=[CH:20][CH:19]=[CH:18][C:8]=2[C:9]=1[C:10]([C:12]1[CH:17]=[CH:16][CH:15]=[CH:14][CH:13]=1)=[O:11])[CH3:4], predict the reaction product. The product is: [CH2:3]([C:5]1[O:6][C:7]2[CH:21]=[CH:20][CH:19]=[CH:18][C:8]=2[C:9]=1[CH:10]([C:12]1[CH:13]=[CH:14][CH:15]=[CH:16][CH:17]=1)[OH:11])[CH3:4]. (7) Given the reactants Br[C:2]1[C:9]([F:10])=[C:8]([F:11])[C:5]([C:6]#[N:7])=[C:4]([F:12])[C:3]=1[F:13].[C:14]([C:16]1[CH:21]=[CH:20][C:19](B2OC(C)(C)C(C)(C)O2)=[CH:18][N:17]=1)#[N:15].C1(P(C2CCCCC2)C2C=CC=CC=2C2C(OC)=CC=CC=2OC)CCCCC1.[O-]P([O-])([O-])=O.[K+].[K+].[K+], predict the reaction product. The product is: [C:6]([C:5]1[C:8]([F:11])=[C:9]([F:10])[C:2]([C:19]2[CH:20]=[CH:21][C:16]([C:14]#[N:15])=[N:17][CH:18]=2)=[C:3]([F:13])[C:4]=1[F:12])#[N:7]. (8) Given the reactants [Cl:1][C:2]1[C:10]2[N:6]([C:7]([CH2:14][CH2:15][O:16][CH3:17])=[CH:8][C:9]=2[C:11]([OH:13])=O)[CH:5]=[CH:4][CH:3]=1.[F:18][C:19]1([F:27])[CH2:24][CH2:23][CH:22]([CH2:25][NH2:26])[CH2:21][CH2:20]1.C1C=CC2N(O)N=NC=2C=1.CCN=C=NCCCN(C)C.CCN(CC)CC, predict the reaction product. The product is: [Cl:1][C:2]1[C:10]2[N:6]([C:7]([CH2:14][CH2:15][O:16][CH3:17])=[CH:8][C:9]=2[C:11]([NH:26][CH2:25][CH:22]2[CH2:23][CH2:24][C:19]([F:27])([F:18])[CH2:20][CH2:21]2)=[O:13])[CH:5]=[CH:4][CH:3]=1. (9) Given the reactants CO[C:3]1[CH:4]=[C:5]([CH:18]=[CH:19][C:20]=1OC)[C:6]([C:8]1[CH:13]=[CH:12][C:11]([O:14][CH3:15])=[C:10]([O:16][CH3:17])[CH:9]=1)=[O:7].C1(OC)C(=CC=CC=1)OC.[Cl-].[Al+3].[Cl-].[Cl-].C(Cl)(=O)C1C=CC=CC=1, predict the reaction product. The product is: [CH3:17][O:16][C:10]1[CH:9]=[C:8]([CH:13]=[CH:12][C:11]=1[O:14][CH3:15])[C:6]([C:5]1[CH:18]=[CH:19][CH:20]=[CH:3][CH:4]=1)=[O:7]. (10) Given the reactants Br[C:2]1[CH:3]=[C:4]([CH:28]=[CH:29][CH:30]=1)[CH2:5][N:6]1[C:10]([CH3:11])=[CH:9][C:8]([C:12]2[O:16][N:15]=[C:14]([C:17]3[CH:22]=[CH:21][C:20]([O:23][C:24]([F:27])([F:26])[F:25])=[CH:19][CH:18]=3)[N:13]=2)=[N:7]1.[OH:31][CH:32]1[CH2:37][CH2:36][NH:35][CH2:34][CH2:33]1.C1(P(C2CCCCC2)C2C=CC=CC=2C2C(C(C)C)=CC(C(C)C)=CC=2C(C)C)CCCCC1.C(=O)([O-])[O-].[Cs+].[Cs+], predict the reaction product. The product is: [CH3:11][C:10]1[N:6]([CH2:5][C:4]2[CH:3]=[C:2]([N:35]3[CH2:36][CH2:37][CH:32]([OH:31])[CH2:33][CH2:34]3)[CH:30]=[CH:29][CH:28]=2)[N:7]=[C:8]([C:12]2[O:16][N:15]=[C:14]([C:17]3[CH:22]=[CH:21][C:20]([O:23][C:24]([F:27])([F:26])[F:25])=[CH:19][CH:18]=3)[N:13]=2)[CH:9]=1.